From a dataset of Full USPTO retrosynthesis dataset with 1.9M reactions from patents (1976-2016). Predict the reactants needed to synthesize the given product. (1) Given the product [CH2:1]([O:3][C:4]([C:6]1[CH:7]=[N:8][N:9]([C:11]2[NH:23][C:21]3[C:17]4[N:18]=[CH:19][S:20][C:16]=4[CH:15]=[CH:14][C:13]=3[N:12]=2)[CH:10]=1)=[O:5])[CH3:2], predict the reactants needed to synthesize it. The reactants are: [CH2:1]([O:3][C:4]([C:6]1[CH:7]=[N:8][N:9]([C:11](=[NH:23])[NH:12][C:13]2[CH:14]=[CH:15][C:16]3[S:20][CH:19]=[N:18][C:17]=3[C:21]=2Br)[CH:10]=1)=[O:5])[CH3:2].N1C2C(=CC=C3C=2N=CC=C3)C=CC=1.C(=O)([O-])[O-].[Cs+].[Cs+]. (2) Given the product [N+:8]([C:6]1[CH:5]=[CH:4][N+:3]([O-:11])=[C:2]([NH:19][CH2:18][CH2:17][N:12]2[CH2:16][CH2:15][CH2:14][CH2:13]2)[CH:7]=1)([O-:10])=[O:9], predict the reactants needed to synthesize it. The reactants are: Cl[C:2]1[CH:7]=[C:6]([N+:8]([O-:10])=[O:9])[CH:5]=[CH:4][N+:3]=1[O-:11].[N:12]1([CH2:17][CH2:18][NH2:19])[CH2:16][CH2:15][CH2:14][CH2:13]1. (3) Given the product [C:33]([O:32][C:30]([N:10]1[CH2:11][CH:12]([N:14]2[C:23]3[CH:22]=[CH:21][CH:20]=[C:19]([Cl:24])[C:18]=3[C:17]3=[N:25][O:26][C:27]([CH3:28])=[C:16]3[C:15]2=[O:29])[CH2:13][CH:8]([C:6]([OH:7])=[O:5])[CH2:9]1)=[O:31])([CH3:36])([CH3:34])[CH3:35], predict the reactants needed to synthesize it. The reactants are: [Li+].[OH-].C([O:5][C:6]([CH:8]1[CH2:13][CH:12]([N:14]2[C:23]3[CH:22]=[CH:21][CH:20]=[C:19]([Cl:24])[C:18]=3[C:17]3=[N:25][O:26][C:27]([CH3:28])=[C:16]3[C:15]2=[O:29])[CH2:11][N:10]([C:30]([O:32][C:33]([CH3:36])([CH3:35])[CH3:34])=[O:31])[CH2:9]1)=[O:7])C. (4) Given the product [N:4]1[C:8]2[C:9]3[C:14]([CH2:15][CH2:16][C:7]=2[S:6][C:5]=1[NH:17][C:19](=[O:26])[C:20]1[CH:25]=[CH:24][N:23]=[CH:22][CH:21]=1)=[CH:13][CH:12]=[CH:11][CH:10]=3, predict the reactants needed to synthesize it. The reactants are: [H-].[Na+].I.[N:4]1[C:8]2[C:9]3[C:14]([CH2:15][CH2:16][C:7]=2[S:6][C:5]=1[NH2:17])=[CH:13][CH:12]=[CH:11][CH:10]=3.Cl.[C:19](Cl)(=[O:26])[C:20]1[CH:25]=[CH:24][N:23]=[CH:22][CH:21]=1. (5) Given the product [O:12]1[CH2:17][CH2:16][CH:4]([N:6]2[CH2:7][CH2:8][NH:9][CH2:10][CH2:11]2)[CH2:14][CH2:13]1, predict the reactants needed to synthesize it. The reactants are: C(O[C:4]([N:6]1[CH2:11][CH2:10][NH:9][CH2:8][CH2:7]1)=O)C.[O:12]1[CH2:17][CH2:16]C(=O)[CH2:14][CH2:13]1. (6) Given the product [CH2:1]([C@@H:3]1[CH2:20][C:19]2[CH2:18][C:17](=[O:21])[CH2:16][CH2:15][C:14]=2[C@@H:13]2[C@@H:4]1[C:5]1[C@@:9]([CH2:11][CH2:12]2)([CH3:10])[C@@H:8]([OH:23])[CH2:7][C:6]=1[CH3:24])[CH3:2], predict the reactants needed to synthesize it. The reactants are: [CH2:1]([C@@H:3]1[CH2:20][C:19]2[CH2:18][C:17]([O:21]C)=[CH:16][CH2:15][C:14]=2[C@@H:13]2[C@@H:4]1[C:5]1[C@@:9]([CH2:11][CH2:12]2)([CH3:10])[C@@H:8]([OH:23])[CH2:7][C:6]=1[CH3:24])[CH3:2].C(O)(=O)C(O)=O.